From a dataset of Full USPTO retrosynthesis dataset with 1.9M reactions from patents (1976-2016). Predict the reactants needed to synthesize the given product. (1) Given the product [Cl:1][C:2]1[CH:3]=[C:4]([CH:12]([O:16][CH:17]2[CH2:22][CH2:21][CH2:20][CH:19]=[CH:18]2)[C:13]([NH:43][C:41]([NH:40][CH3:39])=[O:42])=[O:14])[CH:5]=[CH:6][C:7]=1[S:8]([CH3:11])(=[O:10])=[O:9], predict the reactants needed to synthesize it. The reactants are: [Cl:1][C:2]1[CH:3]=[C:4]([CH:12]([O:16][CH:17]2[CH2:22][CH2:21][CH2:20][CH:19]=[CH:18]2)[C:13](O)=[O:14])[CH:5]=[CH:6][C:7]=1[S:8]([CH3:11])(=[O:10])=[O:9].FC1C=CC=CC=1.C(Cl)(=O)C(Cl)=O.ClCCl.[CH3:39][NH:40][C:41]([NH2:43])=[O:42].N1C=CC=CC=1. (2) Given the product [Cl:1][C:2]1[CH:3]=[C:4](/[CH:9]=[CH:10]/[C:11]([N:13]2[CH2:19][CH2:18][C:17](=[O:20])[N:16]([CH2:21][CH2:22][CH2:23][N:25]3[CH2:30][CH2:29][CH:28]([OH:31])[CH2:27][CH2:26]3)[CH2:15][CH2:14]2)=[O:12])[CH:5]=[CH:6][C:7]=1[Cl:8], predict the reactants needed to synthesize it. The reactants are: [Cl:1][C:2]1[CH:3]=[C:4](/[CH:9]=[CH:10]/[C:11]([N:13]2[CH2:19][CH2:18][C:17](=[O:20])[N:16]([CH2:21][CH2:22][CH:23]=O)[CH2:15][CH2:14]2)=[O:12])[CH:5]=[CH:6][C:7]=1[Cl:8].[NH:25]1[CH2:30][CH2:29][CH:28]([OH:31])[CH2:27][CH2:26]1. (3) Given the product [CH3:1][C:2]1([CH3:19])[N:11]2[C:12]3[CH:18]=[CH:17][CH:16]=[CH:15][C:13]=3[N:14]=[C:10]2[C:9]2[C:4](=[CH:5][CH:6]=[CH:7][CH:8]=2)[N:3]1[C:21]1[CH:26]=[CH:25][CH:24]=[CH:23][CH:22]=1, predict the reactants needed to synthesize it. The reactants are: [CH3:1][C:2]1([CH3:19])[N:11]2[C:12]3[CH:18]=[CH:17][CH:16]=[CH:15][C:13]=3[N:14]=[C:10]2[C:9]2[C:4](=[CH:5][CH:6]=[CH:7][CH:8]=2)[NH:3]1.F[C:21]1[CH:26]=[CH:25][CH:24]=[CH:23][CH:22]=1.CC(C)([O-])C.[Na+].C(OCC)(=O)C. (4) Given the product [Cl:28][C:6]1[N:5]2[N:15]=[C:16]([C:18]3[CH:19]=[N:20][CH:21]=[CH:22][CH:23]=3)[N:17]=[C:4]2[C:3]([C:24]#[N:25])=[C:2]([CH3:1])[C:7]=1[C:8]1[CH:13]=[CH:12][CH:11]=[CH:10][CH:9]=1, predict the reactants needed to synthesize it. The reactants are: [CH3:1][C:2]1[C:3]([C:24]#[N:25])=[C:4]2[NH:17][C:16]([C:18]3[CH:19]=[N:20][CH:21]=[CH:22][CH:23]=3)=[N:15][N:5]2[C:6](=O)[C:7]=1[C:8]1[CH:13]=[CH:12][CH:11]=[CH:10][CH:9]=1.P(Cl)(Cl)([Cl:28])=O. (5) Given the product [C:1]([O:5][C:6]([N:8]1[CH2:13][CH2:12][CH:11]([C:14]2[CH:15]=[C:16]3[C:20](=[CH:21][CH:22]=2)[N:19]([C:23]([O:25][C:26]([CH3:29])([CH3:28])[CH3:27])=[O:24])[N:18]=[C:17]3[C:36]#[C:35][Si:32]([CH3:34])([CH3:33])[CH3:31])[CH2:10][CH2:9]1)=[O:7])([CH3:4])([CH3:3])[CH3:2], predict the reactants needed to synthesize it. The reactants are: [C:1]([O:5][C:6]([N:8]1[CH2:13][CH2:12][CH:11]([C:14]2[CH:15]=[C:16]3[C:20](=[CH:21][CH:22]=2)[N:19]([C:23]([O:25][C:26]([CH3:29])([CH3:28])[CH3:27])=[O:24])[N:18]=[C:17]3I)[CH2:10][CH2:9]1)=[O:7])([CH3:4])([CH3:3])[CH3:2].[CH3:31][Si:32]([C:35]#[CH:36])([CH3:34])[CH3:33]. (6) Given the product [NH2:1][C:2]1[NH:3][C:4](=[O:32])[C:5]2[N:6]=[CH:7][N:8]([C@@H:11]3[O:15][C@H:14](/[CH:16]=[CH:17]/[P:26](=[O:27])([OH:29])[OH:28])[C@@H:13]([F:30])[C@H:12]3[OH:31])[C:9]=2[N:10]=1, predict the reactants needed to synthesize it. The reactants are: [NH2:1][C:2]1[NH:3][C:4](=[O:32])[C:5]2[N:6]=[CH:7][N:8]([C@@H:11]3[O:15][C@H:14]([CH2:16][CH:17]([P:26](=[O:29])([OH:28])[OH:27])S(C4C=CC=CC=4)=O)[C@@H:13]([F:30])[C@H:12]3[OH:31])[C:9]=2[N:10]=1.C(N(CCCC)CCCC)CCC.C[Si](Cl)(C)C. (7) Given the product [C:1]([O:5][C:6](=[O:23])[CH2:7][N:8]1[C:12]([C:13]([O:15][CH2:16][CH3:17])=[O:14])=[C:11]2[C@H:18]3[CH2:22][C@H:19]3[C:20](=[O:21])[C:10]2=[N:9]1)([CH3:2])([CH3:3])[CH3:4], predict the reactants needed to synthesize it. The reactants are: [C:1]([O:5][C:6](=[O:23])[CH2:7][N:8]1[C:12]([C:13]([O:15][CH2:16][CH3:17])=[O:14])=[C:11]2[C@H:18]3[CH2:22][C@H:19]3[CH:20]([OH:21])[C:10]2=[N:9]1)([CH3:4])([CH3:3])[CH3:2].CC(OI1(OC(C)=O)(OC(C)=O)OC(=O)C2C=CC=CC1=2)=O. (8) Given the product [C:4]([CH2:17][N:11]1[CH:12]=[CH:13][N:14]=[C:10]1[N+:7]([O-:9])=[O:8])(=[S:6])[CH3:5], predict the reactants needed to synthesize it. The reactants are: ClCO[C:4](=[S:6])[CH3:5].[N+:7]([C:10]1[NH:11][CH:12]=[CH:13][N:14]=1)([O-:9])=[O:8].[Na+].[I-].[CH:17](N(C(C)C)CC)(C)C. (9) Given the product [Cl:1][C:2]1[N:7]=[CH:6][C:5]([NH:8][C:21](=[O:22])[O:20][C:17]([CH3:19])([CH3:18])[CH3:16])=[CH:4][CH:3]=1, predict the reactants needed to synthesize it. The reactants are: [Cl:1][C:2]1[N:7]=[CH:6][C:5]([NH2:8])=[CH:4][CH:3]=1.CCN(CC)CC.[CH3:16][C:17]([O:20][C:21](O[C:21]([O:20][C:17]([CH3:19])([CH3:18])[CH3:16])=[O:22])=[O:22])([CH3:19])[CH3:18].